The task is: Binary classification across 12 toxicity assays.. This data is from Tox21: 12 toxicity assays (nuclear receptors and stress response pathways). (1) It tested positive (active) for: NR-AhR (Aryl hydrocarbon Receptor agonist activity). The compound is CN(C)c1ccc(O)c2c1C[C@H]1C[C@H]3[C@H](N(C)C)C(O)=C(C(N)=O)C(=O)[C@@]3(O)C(O)=C1C2=O. (2) The drug is O=C(O)Cc1cc(I)c(Oc2cc(I)c(O)c(I)c2)c(I)c1. It tested positive (active) for: SR-ARE (Antioxidant Response Element (oxidative stress)), and SR-MMP (Mitochondrial Membrane Potential disruption).